Dataset: Forward reaction prediction with 1.9M reactions from USPTO patents (1976-2016). Task: Predict the product of the given reaction. (1) Given the reactants [Cl:1][C:2]1[CH:3]=[C:4]([CH:8]=[CH:9][CH:10]=1)[CH2:5][C:6]#[N:7].[H-].[Na+].[C:13](=O)([O:17]CC)[O:14][CH2:15][CH3:16], predict the reaction product. The product is: [CH2:15]([O:14][C:13](=[O:17])[CH:5]([C:4]1[CH:8]=[CH:9][CH:10]=[C:2]([Cl:1])[CH:3]=1)[C:6]#[N:7])[CH3:16]. (2) Given the reactants [CH:1]12[O:6][CH:5]1[CH2:4][N:3]([C:7]([O:9][CH2:10][C:11]1[CH:16]=[CH:15][CH:14]=[CH:13][CH:12]=1)=[O:8])[CH2:2]2.[OH-].[Na+].[OH-].[NH4+:20], predict the reaction product. The product is: [NH2:20][C@H:1]1[C@H:5]([OH:6])[CH2:4][N:3]([C:7]([O:9][CH2:10][C:11]2[CH:16]=[CH:15][CH:14]=[CH:13][CH:12]=2)=[O:8])[CH2:2]1.